Dataset: Forward reaction prediction with 1.9M reactions from USPTO patents (1976-2016). Task: Predict the product of the given reaction. The product is: [C:20]([O:24][C:25]([N:27]1[CH2:30][CH2:29][C@H:28]1[CH2:31][O:32][C:33]1[CH:34]=[C:35]([C@@H:39]2[CH2:41][C@H:40]2[CH2:42][OH:43])[CH:36]=[N:37][CH:38]=1)=[O:26])([CH3:23])([CH3:22])[CH3:21]. Given the reactants C(OC1C=C([C@@H]2C[C@H]2CO)C=NC=1)C1C=CC=CC=1.[C:20]([O:24][C:25]([N:27]1[CH2:30][CH2:29][C@H:28]1[CH2:31][O:32][C:33]1[CH:34]=[C:35]([C@H:39]2[CH2:41][C@@H:40]2[CH2:42][OH:43])[CH:36]=[N:37][CH:38]=1)=[O:26])([CH3:23])([CH3:22])[CH3:21].C(OC1C=C([C@H]2C[C@@H]2CO)C=NC=1)C1C=CC=CC=1, predict the reaction product.